Dataset: Retrosynthesis with 50K atom-mapped reactions and 10 reaction types from USPTO. Task: Predict the reactants needed to synthesize the given product. (1) Given the product COc1ccc2c(Nc3c(Cl)cncc3Cl)cc(=O)[nH]c2c1OCCCCCCN(C)CCN(C)C, predict the reactants needed to synthesize it. The reactants are: CNCCN(C)C.COc1ccc2c(Nc3c(Cl)cncc3Cl)cc(=O)[nH]c2c1OCCCCCCCl. (2) Given the product Nc1c(C(=O)c2ccc(F)cc2)ccc(=O)n1-c1c(F)cc(OCC[NH3+])cc1F, predict the reactants needed to synthesize it. The reactants are: CC(C)(C)OC(=O)NCCOc1cc(F)c(-n2c(N)c(C(=O)c3ccc(F)cc3)ccc2=O)c(F)c1.Cl. (3) Given the product O=S1(=O)N=C(c2ccc(Cl)cc2)c2ccc(OCCCCN3CCCC3)cc21, predict the reactants needed to synthesize it. The reactants are: C1CCNC1.O=S1(=O)N=C(c2ccc(Cl)cc2)c2ccc(OCCCCBr)cc21. (4) Given the product O=C(Cc1ccc(Oc2ccccc2)cc1)Nc1ccc2c(cnn2CCN2CCCC2)c1, predict the reactants needed to synthesize it. The reactants are: Nc1ccc2c(cnn2CCN2CCCC2)c1.O=C(O)Cc1ccc(Oc2ccccc2)cc1. (5) Given the product COc1cc(CCNc2nccc(-c3cccc(NC4CCN(C(=O)OC(C)(C)C)CC4)c3)n2)ccc1O, predict the reactants needed to synthesize it. The reactants are: CC(C)(C)OC(=O)N1CCC(Nc2cccc(-c3ccnc(Cl)n3)c2)CC1.COc1cc(CCN)ccc1O. (6) Given the product Cc1ccccc1C=Nc1c2c(nc3ccccc13)CCCC2, predict the reactants needed to synthesize it. The reactants are: Cc1ccccc1C=O.Nc1c2c(nc3ccccc13)CCCC2. (7) The reactants are: O=C1Cc2ccc(Br)cc2N1.OB(O)c1ccccc1. Given the product O=C1Cc2ccc(-c3ccccc3)cc2N1, predict the reactants needed to synthesize it. (8) Given the product CC1CC2CCC=C3C=C(Cl)NCC1=C32, predict the reactants needed to synthesize it. The reactants are: CC1CC2CCC=C3C=C(Cl)NC(=O)C1=C32. (9) Given the product CC(C)NC(=O)Cn1c(-c2ccc(F)c(Cl)c2)nc2ccc(OCCCCl)cc2c1=O, predict the reactants needed to synthesize it. The reactants are: CC(C)NC(=O)Cn1c(-c2ccc(F)c(Cl)c2)nc2ccc(O)cc2c1=O.ClCCCBr. (10) Given the product Cc1cc(I)c(NC(=O)OC(C)C)cc1C(F)(F)F, predict the reactants needed to synthesize it. The reactants are: CC(C)OC(=O)Cl.Cc1cc(I)c(N)cc1C(F)(F)F.